Dataset: Full USPTO retrosynthesis dataset with 1.9M reactions from patents (1976-2016). Task: Predict the reactants needed to synthesize the given product. Given the product [C:33]([O:32][C:29]([O:31][Si:41]([C:37]([CH3:40])([CH3:39])[CH3:38])([CH3:44])[CH3:43])=[CH2:30])([CH3:36])([CH3:35])[CH3:34], predict the reactants needed to synthesize it. The reactants are: C(NC(C)C)(C)C.[Li]CCCC.[Li+].CC([N-]C(C)C)C.C([N-]C(C)C)(C)C.[Li+].[C:29]([O:32][C:33]([CH3:36])([CH3:35])[CH3:34])(=[O:31])[CH3:30].[C:37]([Si:41]([CH3:44])([CH3:43])Cl)([CH3:40])([CH3:39])[CH3:38].